Dataset: Reaction yield outcomes from USPTO patents with 853,638 reactions. Task: Predict the reaction yield, written as a fraction of the theoretical maximum amount of product (1.0 means a 100% yield; for example, 0.34 means a 34% yield). (1) The reactants are [CH3:1][C:2]([Mg]Br)=[CH:3][CH3:4].[F:7][C:8]1[N:13]=[C:12]([N:14]2[CH2:23][CH2:22][C:21]3[C:16](=[CH:17][CH:18]=[CH:19][CH:20]=3)[CH2:15]2)[C:11]([N+:24]([O-])=O)=[CH:10][CH:9]=1.[Cl-].[NH4+]. The catalyst is O1CCCC1. The product is [F:7][C:8]1[CH:9]=[C:10]2[C:3]([CH3:4])=[C:2]([CH3:1])[NH:24][C:11]2=[C:12]([N:14]2[CH2:23][CH2:22][C:21]3[C:16](=[CH:17][CH:18]=[CH:19][CH:20]=3)[CH2:15]2)[N:13]=1. The yield is 0.320. (2) The reactants are [NH2:1][CH2:2][C@@H:3]([N:5]1[CH:9]=[CH:8][C:7]([C:10]2[CH:17]=[CH:16][C:13]([C:14]#[N:15])=[C:12]([Cl:18])[CH:11]=2)=[N:6]1)[CH3:4].[C:19]([C:22]1[O:26][N:25]=[C:24]([C:27](O)=[O:28])[CH:23]=1)(=[O:21])[CH3:20]. No catalyst specified. The product is [C:19]([C:22]1[O:26][N:25]=[C:24]([C:27]([NH:1][CH2:2][C@@H:3]([N:5]2[CH:9]=[CH:8][C:7]([C:10]3[CH:17]=[CH:16][C:13]([C:14]#[N:15])=[C:12]([Cl:18])[CH:11]=3)=[N:6]2)[CH3:4])=[O:28])[CH:23]=1)(=[O:21])[CH3:20]. The yield is 0.246. (3) The reactants are [Cl-].O[NH3+:3].[C:4](=[O:7])([O-])[OH:5].[Na+].[Si]([O:16][CH:17]([CH3:49])[CH:18]([N:20]1[C:25](=[O:26])[C:24]([CH2:27][C:28]2[CH:33]=[CH:32][C:31]([C:34]3[C:35]([C:40]#[N:41])=[CH:36][CH:37]=[CH:38][CH:39]=3)=[CH:30][CH:29]=2)=[C:23]([CH2:42][CH2:43][CH3:44])[N:22]2[N:45]=[C:46]([CH3:48])[N:47]=[C:21]12)[CH3:19])(C(C)(C)C)(C)C.CC(OI1(OC(C)=O)(OC(C)=O)OC(=O)C2C=CC=CC1=2)=O.S([O-])([O-])(=O)=S.[Na+].[Na+]. The catalyst is C(#N)C.CS(C)=O. The product is [CH3:48][C:46]1[N:47]=[C:21]2[N:20]([CH:18]([CH3:19])[C:17](=[O:16])[CH3:49])[C:25](=[O:26])[C:24]([CH2:27][C:28]3[CH:33]=[CH:32][C:31]([C:34]4[CH:39]=[CH:38][CH:37]=[CH:36][C:35]=4[C:40]4[NH:41][C:4](=[O:7])[O:5][N:3]=4)=[CH:30][CH:29]=3)=[C:23]([CH2:42][CH2:43][CH3:44])[N:22]2[N:45]=1. The yield is 0.370.